This data is from Forward reaction prediction with 1.9M reactions from USPTO patents (1976-2016). The task is: Predict the product of the given reaction. Given the reactants [N:1]1([CH2:6][CH:7]2[CH2:11][S:10][C:9]([NH:12]C(=O)OC(C)(C)C)=[N:8]2)[CH:5]=[N:4][CH:3]=[N:2]1.[ClH:20], predict the reaction product. The product is: [ClH:20].[ClH:20].[N:1]1([CH2:6][CH:7]2[CH2:11][S:10][C:9]([NH2:12])=[N:8]2)[CH:5]=[N:4][CH:3]=[N:2]1.